Task: Predict the reactants needed to synthesize the given product.. Dataset: Full USPTO retrosynthesis dataset with 1.9M reactions from patents (1976-2016) Given the product [C:1]([O:4][C@@H:5]1[C@@H:11]([O:12][C:13](=[O:15])[CH3:14])[C@H:10]([O:16][C:17](=[O:19])[CH3:18])[C@@H:9]([CH2:20][O:21][C:22](=[O:24])[CH3:23])[O:8][CH:6]1[O:7][CH2:52][CH2:51][CH2:50][CH2:49][CH2:48][CH2:47][CH2:46][CH2:45][CH2:44][CH2:43][C:42]([OH:54])=[O:41])(=[O:3])[CH3:2], predict the reactants needed to synthesize it. The reactants are: [C:1]([O:4][C@@H:5]1[C@@H:11]([O:12][C:13](=[O:15])[CH3:14])[C@H:10]([O:16][C:17](=[O:19])[CH3:18])[C@@H:9]([CH2:20][O:21][C:22](=[O:24])[CH3:23])[O:8][CH:6]1[OH:7])(=[O:3])[CH3:2].C1CN2C(=NCCC2)C1.C([O:41][C:42](=[O:54])[CH2:43][CH2:44][CH2:45][CH2:46][CH2:47][CH2:48][CH2:49][CH2:50][CH2:51][CH2:52]Br)C1C=CC=CC=1.COC(C)(C)C.